Regression. Given two drug SMILES strings and cell line genomic features, predict the synergy score measuring deviation from expected non-interaction effect. From a dataset of NCI-60 drug combinations with 297,098 pairs across 59 cell lines. (1) Drug 1: CN(C)N=NC1=C(NC=N1)C(=O)N. Drug 2: CC=C1C(=O)NC(C(=O)OC2CC(=O)NC(C(=O)NC(CSSCCC=C2)C(=O)N1)C(C)C)C(C)C. Cell line: SK-OV-3. Synergy scores: CSS=33.6, Synergy_ZIP=-0.907, Synergy_Bliss=0.553, Synergy_Loewe=-36.1, Synergy_HSA=1.03. (2) Drug 1: CC1C(C(CC(O1)OC2CC(CC3=C2C(=C4C(=C3O)C(=O)C5=C(C4=O)C(=CC=C5)OC)O)(C(=O)CO)O)N)O.Cl. Drug 2: CC1=C(C(=O)C2=C(C1=O)N3CC4C(C3(C2COC(=O)N)OC)N4)N. Cell line: MALME-3M. Synergy scores: CSS=14.8, Synergy_ZIP=-4.86, Synergy_Bliss=-0.0409, Synergy_Loewe=-7.86, Synergy_HSA=0.147. (3) Drug 1: CC1C(C(=O)NC(C(=O)N2CCCC2C(=O)N(CC(=O)N(C(C(=O)O1)C(C)C)C)C)C(C)C)NC(=O)C3=C4C(=C(C=C3)C)OC5=C(C(=O)C(=C(C5=N4)C(=O)NC6C(OC(=O)C(N(C(=O)CN(C(=O)C7CCCN7C(=O)C(NC6=O)C(C)C)C)C)C(C)C)C)N)C. Drug 2: C1CN1P(=S)(N2CC2)N3CC3. Cell line: NCI-H322M. Synergy scores: CSS=25.7, Synergy_ZIP=-5.74, Synergy_Bliss=1.20, Synergy_Loewe=-67.1, Synergy_HSA=-0.155. (4) Drug 1: CCC1=C2CN3C(=CC4=C(C3=O)COC(=O)C4(CC)O)C2=NC5=C1C=C(C=C5)O. Drug 2: CC1CCC2CC(C(=CC=CC=CC(CC(C(=O)C(C(C(=CC(C(=O)CC(OC(=O)C3CCCCN3C(=O)C(=O)C1(O2)O)C(C)CC4CCC(C(C4)OC)OCCO)C)C)O)OC)C)C)C)OC. Cell line: SK-MEL-5. Synergy scores: CSS=21.0, Synergy_ZIP=4.49, Synergy_Bliss=5.53, Synergy_Loewe=-21.8, Synergy_HSA=5.04. (5) Drug 1: C1CCC(C1)C(CC#N)N2C=C(C=N2)C3=C4C=CNC4=NC=N3. Drug 2: B(C(CC(C)C)NC(=O)C(CC1=CC=CC=C1)NC(=O)C2=NC=CN=C2)(O)O. Cell line: UACC62. Synergy scores: CSS=-5.33, Synergy_ZIP=5.21, Synergy_Bliss=-0.337, Synergy_Loewe=-11.5, Synergy_HSA=-10.1.